This data is from Forward reaction prediction with 1.9M reactions from USPTO patents (1976-2016). The task is: Predict the product of the given reaction. (1) Given the reactants [Cl:1][C:2]1[CH:10]=[C:9]2[C:5]([CH:6]=[C:7]([CH2:11]O)[NH:8]2)=[CH:4][CH:3]=1.FC(F)(F)C(O)=O.C([SiH](CC)CC)C, predict the reaction product. The product is: [Cl:1][C:2]1[CH:10]=[C:9]2[C:5]([CH:6]=[C:7]([CH3:11])[NH:8]2)=[CH:4][CH:3]=1. (2) Given the reactants [CH3:1][O:2][C:3]1[CH:4]=[C:5]([CH2:11][CH2:12][NH2:13])[CH:6]=[CH:7][C:8]=1[O:9][CH3:10].[C:14](OC)(=[O:17])[CH:15]=[CH2:16].CCN(CC)CC.O([C:35]([O:37][C:38]([CH3:41])([CH3:40])[CH3:39])=[O:36])[C:35]([O:37][C:38]([CH3:41])([CH3:40])[CH3:39])=[O:36].[H-].[H-].[H-].[H-].[Li+].[Al+3].[OH-].[Na+], predict the reaction product. The product is: [OH:17][CH2:14][CH2:15][CH2:16][N:13]([CH2:12][CH2:11][C:5]1[CH:6]=[CH:7][C:8]([O:9][CH3:10])=[C:3]([O:2][CH3:1])[CH:4]=1)[C:35](=[O:36])[O:37][C:38]([CH3:39])([CH3:40])[CH3:41]. (3) Given the reactants [CH:1]([B-](F)(F)F)=[CH2:2].[K+].C(N(C(C)C)C(C)C)C.Br[C:18]1[CH:23]=[CH:22][C:21]([N:24]2[C:28](=[O:29])[CH2:27][NH:26][C:25]2=[O:30])=[CH:20][C:19]=1[CH3:31].N#N, predict the reaction product. The product is: [CH3:31][C:19]1[CH:20]=[C:21]([N:24]2[C:28](=[O:29])[CH2:27][NH:26][C:25]2=[O:30])[CH:22]=[CH:23][C:18]=1[CH:1]=[CH2:2]. (4) The product is: [CH3:1][C:2](=[CH:6][C:7]1[CH:12]=[CH:11][CH:10]=[CH:9][CH:8]=1)[C:3]([Cl:15])=[O:4]. Given the reactants [CH3:1][C:2](=[CH:6][C:7]1[CH:12]=[CH:11][CH:10]=[CH:9][CH:8]=1)[C:3](O)=[O:4].S(Cl)([Cl:15])=O, predict the reaction product. (5) Given the reactants C1(P(C2C=CC=CC=2)C2C=CC=CC=2)C=CC=CC=1.[Br:20]Br.[F:22][C:23]1[CH:28]=[CH:27][C:26]([CH2:29]O)=[CH:25][C:24]=1[S:31]([CH3:34])(=[O:33])=[O:32].C(=O)([O-])O.[Na+], predict the reaction product. The product is: [Br:20][CH2:29][C:26]1[CH:27]=[CH:28][C:23]([F:22])=[C:24]([S:31]([CH3:34])(=[O:33])=[O:32])[CH:25]=1. (6) Given the reactants [CH3:1][C:2]1[CH:9]=[CH:8][C:5]([CH:6]=O)=[CH:4][CH:3]=1.[C:10]1([C:16]2[CH:20]=[C:19]([NH2:21])[NH:18][N:17]=2)[CH:15]=[CH:14][CH:13]=[CH:12][CH:11]=1.O=[C:23]([CH3:29])[CH2:24][C:25]([O:27][CH3:28])=[O:26].C(C1C(=O)C(Cl)=C(Cl)C(=O)C=1C#N)#N, predict the reaction product. The product is: [CH3:29][C:23]1[C:24]([C:25]([O:27][CH3:28])=[O:26])=[C:6]([C:5]2[CH:8]=[CH:9][C:2]([CH3:1])=[CH:3][CH:4]=2)[N:18]2[N:17]=[C:16]([C:10]3[CH:11]=[CH:12][CH:13]=[CH:14][CH:15]=3)[CH:20]=[C:19]2[N:21]=1. (7) Given the reactants [N:1]([CH2:4][CH2:5][CH2:6][O:7][C:8]1[CH:13]=[CH:12][C:11]([CH2:14][CH:15]([CH2:21][CH2:22][CH2:23][CH3:24])[C:16]([O:18][CH2:19][CH3:20])=[O:17])=[CH:10][CH:9]=1)=[N+]=[N-], predict the reaction product. The product is: [NH2:1][CH2:4][CH2:5][CH2:6][O:7][C:8]1[CH:13]=[CH:12][C:11]([CH2:14][CH:15]([CH2:21][CH2:22][CH2:23][CH3:24])[C:16]([O:18][CH2:19][CH3:20])=[O:17])=[CH:10][CH:9]=1. (8) The product is: [CH3:1][S:2]([OH:5])(=[O:4])=[O:3].[S:26]1[CH2:22][C:23](=[O:28])[NH:24][C:25]1=[O:27]. Given the reactants [CH3:1][S:2]([OH:5])(=[O:4])=[O:3].CN(CCOC1C=CC(C[CH:22]2[S:26][C:25](=[O:27])[NH:24][C:23]2=[O:28])=CC=1)C1C=CC=CN=1.C(OCC)C, predict the reaction product. (9) Given the reactants [Cl:1][C:2]1[CH:17]=[C:16]([Cl:18])[CH:15]=[CH:14][C:3]=1[O:4][C:5]1[CH:10]=[CH:9][C:8]([N+:11]([O-])=O)=[CH:7][CH:6]=1, predict the reaction product. The product is: [Cl:1][C:2]1[CH:17]=[C:16]([Cl:18])[CH:15]=[CH:14][C:3]=1[O:4][C:5]1[CH:6]=[CH:7][C:8]([NH2:11])=[CH:9][CH:10]=1.